From a dataset of Full USPTO retrosynthesis dataset with 1.9M reactions from patents (1976-2016). Predict the reactants needed to synthesize the given product. (1) Given the product [C:17]1(/[CH:16]=[CH:15]/[C:14]2[O:23][CH:4]([C:5]([O:7][CH2:8][CH3:9])=[O:6])[C:3]([OH:11])([C:2]([F:13])([F:12])[F:1])[N:24]=2)[CH:22]=[CH:21][CH:20]=[CH:19][CH:18]=1, predict the reactants needed to synthesize it. The reactants are: [F:1][C:2]([F:13])([F:12])[C:3](=[O:11])[CH:4](Cl)[C:5]([O:7][CH2:8][CH3:9])=[O:6].[C:14]([NH2:24])(=[O:23])[CH:15]=[CH:16][C:17]1[CH:22]=[CH:21][CH:20]=[CH:19][CH:18]=1.C(=O)(O)[O-].[Na+]. (2) Given the product [CH2:1]([C:4]1[CH:5]=[CH:6][C:7]([CH2:8][N:9]([CH2:22][C:23]([OH:25])=[O:24])[C:10](=[O:21])[CH2:11][C:12]2[CH:13]=[CH:14][C:15]([CH2:18][CH2:19][CH3:20])=[CH:16][CH:17]=2)=[CH:27][CH:28]=1)[CH2:2][CH3:3], predict the reactants needed to synthesize it. The reactants are: [CH2:1]([C:4]1[CH:28]=[CH:27][C:7]([CH2:8][N:9]([CH2:22][C:23]([O:25]C)=[O:24])[C:10](=[O:21])[CH2:11][C:12]2[CH:17]=[CH:16][C:15]([CH2:18][CH2:19][CH3:20])=[CH:14][CH:13]=2)=[CH:6][CH:5]=1)[CH2:2][CH3:3].[OH-].[Na+].Cl. (3) The reactants are: Cl[C:2]1[CH:3]=[C:4]([CH:41]=[CH:42][C:43]=1[F:44])[C:5]1[C:10]([C:11]2[CH:20]=[CH:19][C:18]3[C:13](=[CH:14][CH:15]=[C:16]([C:21]4[N:25]([CH:26]5[CH2:31][CH2:30][CH2:29][CH2:28][CH2:27]5)[C:24]5[CH:32]=[CH:33][C:34](C(O)=O)=[CH:35][C:23]=5[N:22]=4)[CH:17]=3)[N:12]=2)=[CH:9][C:8]([O:39][CH3:40])=[CH:7][CH:6]=1.C[O:46][C:47](C1C=CC2N(C3CCCCC3)C(C3C=C4C(=CC=3)N=C(C3C=C(OC)C=CC=3Br)C=C4)=NC=2C=1)=[O:48].F[C:84]1C=CC(B(O)O)=C[CH:85]=1. Given the product [CH2:84]([C:31]1[C:26]2[N:25]=[C:21]([C:16]3[CH:17]=[C:18]4[C:13](=[CH:14][CH:15]=3)[N:12]=[C:11]([C:10]3[C:5]([C:4]5[CH:3]=[CH:2][C:43]([F:44])=[CH:42][CH:41]=5)=[CH:6][CH:7]=[C:8]([O:39][CH3:40])[CH:9]=3)[CH:20]=[CH:19]4)[N:22]([CH:23]3[CH2:24][CH2:32][CH2:33][CH2:34][CH2:35]3)[C:27]=2[CH:28]=[CH:29][C:30]=1[C:47]([OH:48])=[O:46])[CH3:85], predict the reactants needed to synthesize it. (4) Given the product [CH3:8][C:6]1[CH:5]=[CH:4][C:3]2[C:9]3([CH2:13][CH2:12][CH2:11][CH2:10]3)[O:14][B:23]([OH:24])[C:2]=2[CH:7]=1, predict the reactants needed to synthesize it. The reactants are: Br[C:2]1[CH:7]=[C:6]([CH3:8])[CH:5]=[CH:4][C:3]=1[C:9]1([O:14]COC)[CH2:13][CH2:12][CH2:11][CH2:10]1.[Li]CCCC.[B:23](OC(C)C)(OC(C)C)[O:24]C(C)C. (5) Given the product [Br:19][C:20]1[CH:27]=[CH:26][C:23]([CH2:24][N:10]([C@H:11]([CH2:15][CH:16]2[CH2:17][CH2:18]2)[C:12]([NH2:14])=[O:13])[S:7]([C:5]2[S:6][C:2]([Cl:1])=[CH:3][CH:4]=2)(=[O:8])=[O:9])=[CH:22][CH:21]=1, predict the reactants needed to synthesize it. The reactants are: [Cl:1][C:2]1[S:6][C:5]([S:7]([NH:10][C@H:11]([CH2:15][CH:16]2[CH2:18][CH2:17]2)[C:12]([NH2:14])=[O:13])(=[O:9])=[O:8])=[CH:4][CH:3]=1.[Br:19][C:20]1[CH:27]=[CH:26][C:23]([CH2:24]Br)=[CH:22][CH:21]=1.C([O-])([O-])=O.[Cs+].[Cs+].